Dataset: Forward reaction prediction with 1.9M reactions from USPTO patents (1976-2016). Task: Predict the product of the given reaction. (1) Given the reactants [CH2:1]([S:3](Cl)(=[O:5])=[O:4])[CH3:2].[NH2:7][C:8]1[CH:16]=[CH:15][CH:14]=[C:13]2[C:9]=1[CH:10]=[CH:11][N:12]2[C:17]([C:24]1[CH:29]=[CH:28][C:27]([Cl:30])=[CH:26][CH:25]=1)([CH2:22][CH3:23])[C:18]([O:20][CH3:21])=[O:19].CN1CCOCC1, predict the reaction product. The product is: [Cl:30][C:27]1[CH:26]=[CH:25][C:24]([C:17]([N:12]2[C:13]3[C:9](=[C:8]([NH:7][S:3]([CH2:1][CH3:2])(=[O:5])=[O:4])[CH:16]=[CH:15][CH:14]=3)[CH:10]=[CH:11]2)([CH2:22][CH3:23])[C:18]([O:20][CH3:21])=[O:19])=[CH:29][CH:28]=1. (2) Given the reactants FC(F)(F)S(O[C:7]1[C:16]2[CH:17]=[CH:18][N:19]=[CH:20][C:15]=2[C:14]2[C:9](=[CH:10][CH:11]=[N:12][C:13]=2[O:21][CH2:22][CH2:23][CH2:24][CH3:25])[N:8]=1)(=O)=O.[CH2:28]([NH2:35])[C:29]1[CH:34]=[CH:33][CH:32]=[CH:31][CH:30]=1.C(=O)([O-])O.[Na+], predict the reaction product. The product is: [CH2:28]([NH:35][C:7]1[C:16]2[CH:17]=[CH:18][N:19]=[CH:20][C:15]=2[C:14]2[C:9](=[CH:10][CH:11]=[N:12][C:13]=2[O:21][CH2:22][CH2:23][CH2:24][CH3:25])[N:8]=1)[C:29]1[CH:34]=[CH:33][CH:32]=[CH:31][CH:30]=1. (3) Given the reactants [Cl:1][C:2]1[CH:8]=[CH:7][C:5]([NH2:6])=[CH:4][CH:3]=1.C(N(CC)CC)C.[Cl-].ClC1N(C)CC[NH+]1C.[CH3:25][O:26][C:27]1[C:28](=[O:51])[C:29]([CH3:50])=[C:30]([CH2:36][C:37]2[CH:38]=[CH:39][C:40]([O:46][C:47](=[O:49])[CH3:48])=[C:41]([CH:45]=2)[C:42](O)=[O:43])[C:31](=[O:35])[C:32]=1[O:33][CH3:34], predict the reaction product. The product is: [CH3:25][O:26][C:27]1[C:28](=[O:51])[C:29]([CH3:50])=[C:30]([CH2:36][C:37]2[CH:38]=[CH:39][C:40]([O:46][C:47](=[O:49])[CH3:48])=[C:41]([CH:45]=2)[C:42]([NH:6][C:5]2[CH:7]=[CH:8][C:2]([Cl:1])=[CH:3][CH:4]=2)=[O:43])[C:31](=[O:35])[C:32]=1[O:33][CH3:34]. (4) Given the reactants C([O:8][N:9]([CH2:12][C@@H:13]([CH2:17][CH2:18][CH2:19][CH3:20])[C:14](O)=[O:15])[CH:10]=[O:11])C1C=CC=CC=1.[CH3:21][O:22][CH2:23][CH2:24][N:25]1[C:29]2[CH:30]=[CH:31][CH:32]=[CH:33][C:28]=2[N:27]=[C:26]1[C@@H:34]1[CH2:38][CH2:37][CH2:36][NH:35]1, predict the reaction product. The product is: [OH:8][N:9]([CH2:12][C@H:13]([C:14]([N:35]1[CH2:36][CH2:37][CH2:38][C@H:34]1[C:26]1[N:25]([CH2:24][CH2:23][O:22][CH3:21])[C:29]2[CH:30]=[CH:31][CH:32]=[CH:33][C:28]=2[N:27]=1)=[O:15])[CH2:17][CH2:18][CH2:19][CH3:20])[CH:10]=[O:11]. (5) Given the reactants [Br:1][C:2]1[C:3]([C:34]([O:36]CC)=[O:35])=[N:4][N:5]([C:28]2[CH:33]=[CH:32][CH:31]=[CH:30][CH:29]=2)[C:6]=1[NH:7][C:8]([NH:10][C@H:11]1[C@H:15]([C:16]2[CH:21]=[CH:20][C:19]([F:22])=[C:18]([F:23])[CH:17]=2)[CH2:14][N:13]([CH2:24][CH2:25][O:26][CH3:27])[CH2:12]1)=[O:9].FC1C=C([C@@H]2CN(CCOC)C[C@H]2NC(=O)NC2N(C3C=CC=CC=3)N=C(OCC(OCC)=O)C=2C)C=CC=1F, predict the reaction product. The product is: [Br:1][C:2]1[C:3]([C:34]([OH:36])=[O:35])=[N:4][N:5]([C:28]2[CH:29]=[CH:30][CH:31]=[CH:32][CH:33]=2)[C:6]=1[NH:7][C:8]([NH:10][C@H:11]1[C@H:15]([C:16]2[CH:21]=[CH:20][C:19]([F:22])=[C:18]([F:23])[CH:17]=2)[CH2:14][N:13]([CH2:24][CH2:25][O:26][CH3:27])[CH2:12]1)=[O:9]. (6) Given the reactants Br[C:2]1[C:10]2[C:6](=[N:7][N:8]([CH2:11][CH2:12][CH2:13][CH2:14][CH2:15][CH2:16][CH2:17][CH3:18])[N:9]=2)[C:5](Br)=[CH:4][CH:3]=1.[CH2:20]([O:24][C:25]1[CH:30]=[CH:29][C:28](B(O)O)=[CH:27][CH:26]=1)[CH:21]([CH3:23])[CH3:22].[C:34](=[O:37])([O-])[O-].[Na+].[Na+].[C:40]1(C)[CH:45]=[CH:44][CH:43]=[CH:42][CH:41]=1.[CH2:47](O)[CH2:48][CH2:49]C, predict the reaction product. The product is: [CH2:20]([O:24][C:25]1[CH:30]=[CH:29][C:28]([C:2]2[C:10]3[C:6](=[N:7][N:8]([CH2:11][CH2:12][CH2:13][CH2:14][CH2:15][CH2:16][CH2:17][CH3:18])[N:9]=3)[C:5]([C:40]3[CH:41]=[CH:42][C:43]([O:37][CH2:34][CH:48]([CH3:49])[CH3:47])=[CH:44][CH:45]=3)=[CH:4][CH:3]=2)=[CH:27][CH:26]=1)[CH:21]([CH3:23])[CH3:22]. (7) The product is: [CH2:1]([N:8]1[C:12](=[O:13])[C:11](=[C:29]2[N:34]([CH3:33])[C:35]3[CH:37]=[CH:28][CH:27]=[CH:26][C:36]=3[N:30]2[CH3:31])[S:10][C:9]1=[N:14][C:15]1[CH:16]=[C:17]([CH:20]=[CH:21][C:22]=1[NH:23][CH2:24][CH3:25])[C:18]#[N:19])[C:2]1[CH:7]=[CH:6][CH:5]=[CH:4][CH:3]=1. Given the reactants [CH2:1]([N:8]1[C:12](=[O:13])[CH2:11][S:10][C:9]1=[N:14][C:15]1[CH:16]=[C:17]([CH:20]=[CH:21][C:22]=1[NH:23][CH2:24][CH3:25])[C:18]#[N:19])[C:2]1[CH:7]=[CH:6][CH:5]=[CH:4][CH:3]=1.[CH2:26]1[CH2:36][CH2:35][N:34]2[C:29](=[N:30][CH2:31]C[CH2:33]2)[CH2:28][CH2:27]1.[CH3:37]N(C=O)C, predict the reaction product. (8) Given the reactants [NH2:1][C:2]1[CH:3]=[N:4][N:5]([CH3:22])[C:6]=1[O:7][CH2:8][CH:9]1[CH2:14][CH2:13][N:12](C(OC(C)(C)C)=O)[CH2:11][CH2:10]1.[NH2:23][C:24]1[C:25]([C:31](O)=[O:32])=[N:26][C:27]([Br:30])=[CH:28][CH:29]=1, predict the reaction product. The product is: [NH2:23][C:24]1[C:25]([C:31]([NH:1][C:2]2[CH:3]=[N:4][N:5]([CH3:22])[C:6]=2[O:7][CH2:8][CH:9]2[CH2:10][CH2:11][NH:12][CH2:13][CH2:14]2)=[O:32])=[N:26][C:27]([Br:30])=[CH:28][CH:29]=1.